This data is from Forward reaction prediction with 1.9M reactions from USPTO patents (1976-2016). The task is: Predict the product of the given reaction. (1) Given the reactants F[C:2](F)(F)[C:3]([OH:5])=O.[NH2:8][C@H:9]([C:19]1[C:24]([C:25]2[CH:26]=[C:27](C=[CH:32][CH:33]=2)[C:28]([NH2:30])=O)=[CH:23][CH:22]=[CH:21][N:20]=1)[CH2:10][C:11]1[CH:16]=[C:15]([F:17])[CH:14]=[C:13]([F:18])[CH:12]=1.C(C1C=C(C2C([C@@H](NC(=O)OC(C)(C)C)CC3C=C(F)C=C(F)C=3)=NC=CC=2)C=CC=1)(=O)N, predict the reaction product. The product is: [NH2:8][C@H:9]([C:19]1[C:24]([C:25]2[CH:26]=[C:27]3[C:2](=[CH:32][CH:33]=2)[C:3](=[O:5])[NH:30][CH2:28]3)=[CH:23][CH:22]=[CH:21][N:20]=1)[CH2:10][C:11]1[CH:16]=[C:15]([F:17])[CH:14]=[C:13]([F:18])[CH:12]=1. (2) Given the reactants [CH2:1]([S:8][C:9]1[NH:10][C:11]([C@@H:14]([C:16]2[CH:21]=[CH:20][CH:19]=[CH:18][CH:17]=2)[OH:15])=[N:12][N:13]=1)[C:2]1[CH:7]=[CH:6][CH:5]=[CH:4][CH:3]=1, predict the reaction product. The product is: [CH2:1]([S:8][C:9]1[NH:10][C:11]([C:14]([C:16]2[CH:21]=[CH:20][CH:19]=[CH:18][CH:17]=2)=[O:15])=[N:12][N:13]=1)[C:2]1[CH:3]=[CH:4][CH:5]=[CH:6][CH:7]=1. (3) Given the reactants [Cl:1][C:2]1[CH:7]=[CH:6][CH:5]=[C:4]([F:8])[C:3]=1[CH2:9][N:10]([CH2:13][C:14]1[N:19]=[CH:18][C:17]([CH2:20][OH:21])=[CH:16][CH:15]=1)[CH2:11][CH3:12], predict the reaction product. The product is: [Cl:1][C:2]1[CH:7]=[CH:6][CH:5]=[C:4]([F:8])[C:3]=1[CH2:9][N:10]([CH2:13][C:14]1[N:19]=[CH:18][C:17]([CH:20]=[O:21])=[CH:16][CH:15]=1)[CH2:11][CH3:12]. (4) The product is: [Br:1][C:2]1[CH:3]=[N:4][CH:5]=[C:6]([CH:10]=1)[C:7]([NH:14][CH2:13][CH2:12][F:11])=[O:9]. Given the reactants [Br:1][C:2]1[CH:3]=[N:4][CH:5]=[C:6]([CH:10]=1)[C:7]([OH:9])=O.[F:11][CH2:12][CH2:13][NH2:14].CCN=C=NCCCN(C)C.Cl.C(N(CC)CC)C, predict the reaction product.